This data is from Full USPTO retrosynthesis dataset with 1.9M reactions from patents (1976-2016). The task is: Predict the reactants needed to synthesize the given product. (1) Given the product [C:9]([C:11]1[CH:19]=[CH:18][C:14]([C:15]([NH:6][CH2:5][CH2:4][C:3]([F:8])([F:7])[F:2])=[O:16])=[CH:13][CH:12]=1)#[N:10], predict the reactants needed to synthesize it. The reactants are: Cl.[F:2][C:3]([F:8])([F:7])[CH2:4][CH2:5][NH2:6].[C:9]([C:11]1[CH:19]=[CH:18][C:14]([C:15](O)=[O:16])=[CH:13][CH:12]=1)#[N:10].C(P1(=O)OP(CCC)(=O)OP(CCC)(=O)O1)CC.CCN(C(C)C)C(C)C. (2) Given the product [ClH:29].[CH:11]1([CH2:9][C:5]2[CH:4]=[C:3]([CH3:14])[C:2]([NH2:1])=[C:7]([CH3:8])[CH:6]=2)[CH2:12][CH2:13]1, predict the reactants needed to synthesize it. The reactants are: [NH2:1][C:2]1[C:7]([CH3:8])=[CH:6][C:5]([CH:9]([CH:11]2[CH2:13][CH2:12]2)O)=[CH:4][C:3]=1[CH3:14].C([SiH](CC)CC)C.FC(F)(F)C(O)=O.[Cl:29]CCl.